The task is: Predict the reaction yield, written as a fraction of the theoretical maximum amount of product (1.0 means a 100% yield; for example, 0.34 means a 34% yield).. This data is from Reaction yield outcomes from USPTO patents with 853,638 reactions. (1) The reactants are C(=O)([O-])[O-].[Cs+].[Cs+].[CH3:7][C:8]1([CH3:44])[CH2:13][N:12]([C:14]2[CH:19]=[CH:18][CH:17]=[CH:16][C:15]=2[CH3:20])[C:11](=[O:21])[CH2:10][N:9]1[CH2:22][C@H:23]([NH:31]S(C1C=CC=CC=1[N+]([O-])=O)(=O)=O)[C@@H:24]1[CH2:28][C@@H:27]([CH3:29])[C:26](=[O:30])[O:25]1.C1(S)C=CC=CC=1.C(=O)(O)[O-].[Na+].[C:57](OC(OC(C)(C)C)=O)([O:59][C:60]([CH3:63])([CH3:62])[CH3:61])=[O:58].N[C@H]([C@@H]1C[C@@H](C)C(=O)O1)CN1C(C)(C)CN(C2C=CC=CC=2C)C(=O)C1. The catalyst is C(#N)C.[Cl-].[Na+].O.C(OCC)(=O)C.O. The product is [C:60]([O:59][C:57](=[O:58])[NH:31][C@H:23]([C@@H:24]1[CH2:28][C@@H:27]([CH3:29])[C:26](=[O:30])[O:25]1)[CH2:22][N:9]1[CH2:10][C:11](=[O:21])[N:12]([C:14]2[CH:19]=[CH:18][CH:17]=[CH:16][C:15]=2[CH3:20])[CH2:13][C:8]1([CH3:7])[CH3:44])([CH3:63])([CH3:62])[CH3:61]. The yield is 0.620. (2) The catalyst is O1CCCC1. The yield is 0.770. The reactants are [Cl:1][C:2]1[N:3]=[C:4]([N:11]2[CH2:16][CH2:15][O:14][CH2:13][CH2:12]2)[C:5]2[S:10][CH:9]=[CH:8][C:6]=2[N:7]=1.[Li]CCCC.CN(C)[CH:24]=[O:25]. The product is [Cl:1][C:2]1[N:3]=[C:4]([N:11]2[CH2:16][CH2:15][O:14][CH2:13][CH2:12]2)[C:5]2[S:10][C:9]([CH:24]=[O:25])=[CH:8][C:6]=2[N:7]=1.